The task is: Predict the reaction yield, written as a fraction of the theoretical maximum amount of product (1.0 means a 100% yield; for example, 0.34 means a 34% yield).. This data is from Reaction yield outcomes from USPTO patents with 853,638 reactions. (1) The reactants are [C:1]([C:5]1[CH:10]=[CH:9][C:8]([N+:11]([O-:13])=[O:12])=[CH:7][C:6]=1[OH:14])([CH3:4])([CH3:3])[CH3:2].[C:15]([O-])([O-])=O.[K+].[K+].CI. The catalyst is CN(C=O)C.O. The product is [C:1]([C:5]1[CH:10]=[CH:9][C:8]([N+:11]([O-:13])=[O:12])=[CH:7][C:6]=1[O:14][CH3:15])([CH3:4])([CH3:2])[CH3:3]. The yield is 0.760. (2) The reactants are [C:1]([O:5][C:6]([N:8]1[CH2:13][CH2:12][N:11]([C:14]2[CH:19]=[C:18]([CH2:20]O)[C:17]([Br:22])=[CH:16][C:15]=2[N+:23]([O-:25])=[O:24])[CH2:10][CH2:9]1)=[O:7])([CH3:4])([CH3:3])[CH3:2].C(Br)(Br)(Br)[Br:27].C1(P(C2C=CC=CC=2)C2C=CC=CC=2)C=CC=CC=1. The catalyst is C(Cl)Cl. The product is [C:1]([O:5][C:6]([N:8]1[CH2:13][CH2:12][N:11]([C:14]2[CH:19]=[C:18]([CH2:20][Br:27])[C:17]([Br:22])=[CH:16][C:15]=2[N+:23]([O-:25])=[O:24])[CH2:10][CH2:9]1)=[O:7])([CH3:4])([CH3:3])[CH3:2]. The yield is 0.830. (3) The reactants are [C:1]1([CH3:15])[CH:6]=[CH:5][C:4]([C:7]2[NH:11][N:10]=[C:9]([C:12]([OH:14])=[O:13])[CH:8]=2)=[CH:3][CH:2]=1.S(=O)(=O)(O)O.[CH3:21]O. The yield is 0.840. No catalyst specified. The product is [C:1]1([CH3:15])[CH:2]=[CH:3][C:4]([C:7]2[NH:11][N:10]=[C:9]([C:12]([O:14][CH3:21])=[O:13])[CH:8]=2)=[CH:5][CH:6]=1. (4) The reactants are [Cl:1][C:2]1[CH:3]=[C:4]([C:8]2[CH:9]=[C:10]([O:16]C)C(C#N)=[N:12][CH:13]=2)[CH:5]=[CH:6][CH:7]=1.Br.[OH-].[Na+].CCCCCC.[C:27]([O:30]CC)(=[O:29])[CH3:28]. No catalyst specified. The product is [Cl:1][C:2]1[CH:3]=[C:4]([C:8]2[CH:9]=[C:10]([OH:16])[C:28]([C:27]([OH:30])=[O:29])=[N:12][CH:13]=2)[CH:5]=[CH:6][CH:7]=1. The yield is 1.00. (5) The reactants are FC(F)(F)S(O[C@H:7]1[C@H:11]2[O:12][CH2:13][C@@H:14]([O:15][S:16]([C:19]3[CH:24]=[CH:23][C:22]([CH3:25])=[CH:21][CH:20]=3)(=[O:18])=[O:17])[C@H:10]2[O:9][CH2:8]1)(=O)=O.[CH2:28]([NH2:35])[C:29]1[CH:34]=[CH:33][CH:32]=[CH:31][CH:30]=1. The catalyst is C1(C)C=CC=CC=1. The product is [CH2:28]([NH:35][C@@H:7]1[C@H:11]2[O:12][CH2:13][C@@H:14]([O:15][S:16]([C:19]3[CH:24]=[CH:23][C:22]([CH3:25])=[CH:21][CH:20]=3)(=[O:17])=[O:18])[C@H:10]2[O:9][CH2:8]1)[C:29]1[CH:34]=[CH:33][CH:32]=[CH:31][CH:30]=1. The yield is 1.00. (6) The reactants are [N:1]1[C:10]2[C:5](=[CH:6][CH:7]=[CH:8][C:9]=2[OH:11])[CH:4]=[CH:3][C:2]=1[OH:12].N12CCCN=C1CCCCC2.[CH2:24](Br)[C:25]1[CH:30]=[CH:29][CH:28]=[CH:27][CH:26]=1. The catalyst is C(O)(C)C. The product is [CH2:24]([O:11][C:9]1[CH:8]=[CH:7][CH:6]=[C:5]2[C:10]=1[N:1]=[C:2]([OH:12])[CH:3]=[CH:4]2)[C:25]1[CH:30]=[CH:29][CH:28]=[CH:27][CH:26]=1. The yield is 0.770. (7) The reactants are Br[C:2]1[CH:7]=[C:6]([Br:8])[C:5]([F:9])=[CH:4][C:3]=1[F:10].CN([CH:14]=[O:15])C.C([Li])CCC. The catalyst is CCOCC. The product is [Br:8][C:6]1[C:5]([F:9])=[CH:4][C:3]([F:10])=[C:2]([CH:7]=1)[CH:14]=[O:15]. The yield is 0.610.